Task: Regression. Given two drug SMILES strings and cell line genomic features, predict the synergy score measuring deviation from expected non-interaction effect.. Dataset: NCI-60 drug combinations with 297,098 pairs across 59 cell lines (1) Drug 1: CC1C(C(CC(O1)OC2CC(OC(C2O)C)OC3=CC4=CC5=C(C(=O)C(C(C5)C(C(=O)C(C(C)O)O)OC)OC6CC(C(C(O6)C)O)OC7CC(C(C(O7)C)O)OC8CC(C(C(O8)C)O)(C)O)C(=C4C(=C3C)O)O)O)O. Drug 2: B(C(CC(C)C)NC(=O)C(CC1=CC=CC=C1)NC(=O)C2=NC=CN=C2)(O)O. Cell line: IGROV1. Synergy scores: CSS=60.5, Synergy_ZIP=4.46, Synergy_Bliss=5.68, Synergy_Loewe=-0.00217, Synergy_HSA=4.99. (2) Drug 1: C1=CC(=C2C(=C1NCCNCCO)C(=O)C3=C(C=CC(=C3C2=O)O)O)NCCNCCO. Drug 2: C1=NC2=C(N1)C(=S)N=CN2. Cell line: SN12C. Synergy scores: CSS=45.9, Synergy_ZIP=-3.35, Synergy_Bliss=-4.92, Synergy_Loewe=-17.7, Synergy_HSA=-1.12. (3) Drug 1: COC1=C2C(=CC3=C1OC=C3)C=CC(=O)O2. Drug 2: C1CN(P(=O)(OC1)NCCCl)CCCl. Cell line: LOX IMVI. Synergy scores: CSS=-6.61, Synergy_ZIP=13.9, Synergy_Bliss=13.5, Synergy_Loewe=-6.25, Synergy_HSA=-7.61. (4) Drug 1: C(CC(=O)O)C(=O)CN.Cl. Drug 2: C(CCl)NC(=O)N(CCCl)N=O. Cell line: SNB-19. Synergy scores: CSS=16.2, Synergy_ZIP=-4.25, Synergy_Bliss=-0.578, Synergy_Loewe=-3.20, Synergy_HSA=-0.540. (5) Drug 1: CC1OCC2C(O1)C(C(C(O2)OC3C4COC(=O)C4C(C5=CC6=C(C=C35)OCO6)C7=CC(=C(C(=C7)OC)O)OC)O)O. Drug 2: C1=NNC2=C1C(=O)NC=N2. Cell line: EKVX. Synergy scores: CSS=7.87, Synergy_ZIP=-5.91, Synergy_Bliss=-3.04, Synergy_Loewe=-13.3, Synergy_HSA=-0.725. (6) Drug 1: C1=NNC2=C1C(=O)NC=N2. Drug 2: CC12CCC3C(C1CCC2OP(=O)(O)O)CCC4=C3C=CC(=C4)OC(=O)N(CCCl)CCCl.[Na+]. Cell line: KM12. Synergy scores: CSS=2.80, Synergy_ZIP=-2.13, Synergy_Bliss=-2.28, Synergy_Loewe=-0.334, Synergy_HSA=-1.55. (7) Drug 1: CCCS(=O)(=O)NC1=C(C(=C(C=C1)F)C(=O)C2=CNC3=C2C=C(C=N3)C4=CC=C(C=C4)Cl)F. Drug 2: C1C(C(OC1N2C=NC3=C2NC=NCC3O)CO)O. Cell line: NCI-H460. Synergy scores: CSS=-5.30, Synergy_ZIP=0.266, Synergy_Bliss=-4.70, Synergy_Loewe=-6.56, Synergy_HSA=-6.41. (8) Drug 1: CC12CCC(CC1=CCC3C2CCC4(C3CC=C4C5=CN=CC=C5)C)O. Drug 2: C1C(C(OC1N2C=NC3=C(N=C(N=C32)Cl)N)CO)O. Cell line: UO-31. Synergy scores: CSS=22.5, Synergy_ZIP=10.3, Synergy_Bliss=9.09, Synergy_Loewe=10.1, Synergy_HSA=10.7.